Dataset: Forward reaction prediction with 1.9M reactions from USPTO patents (1976-2016). Task: Predict the product of the given reaction. (1) Given the reactants [Li+].C[Si]([N-][Si](C)(C)C)(C)C.[CH3:11][O:12][C@H:13]1[CH2:18][CH2:17][C@H:16](O)[CH2:15][CH2:14]1.F[C:21]1[C:26]([N+:27]([O-:29])=[O:28])=[CH:25][CH:24]=[CH:23][N:22]=1.Cl.C1C[O:34]CC1, predict the reaction product. The product is: [CH3:11][O:12][C@@H:13]1[CH2:18][CH2:17][CH2:16][C@H:15]([O:34][C:21]2[C:26]([N+:27]([O-:29])=[O:28])=[CH:25][CH:24]=[CH:23][N:22]=2)[CH2:14]1. (2) Given the reactants [Br:1][C:2]1[N:7]=[C:6]2[N:8]([CH:12]3[CH2:17][CH2:16][CH2:15][CH2:14][O:13]3)[N:9]=[C:10]([CH3:11])[C:5]2=[C:4]([CH2:18][OH:19])[CH:3]=1.[CH3:20][S:21](Cl)(=[O:23])=[O:22], predict the reaction product. The product is: [Br:1][C:2]1[N:7]=[C:6]2[N:8]([CH:12]3[CH2:17][CH2:16][CH2:15][CH2:14][O:13]3)[N:9]=[C:10]([CH3:11])[C:5]2=[C:4]([CH2:18][O:19][S:21]([CH3:20])(=[O:23])=[O:22])[CH:3]=1.